From a dataset of Reaction yield outcomes from USPTO patents with 853,638 reactions. Predict the reaction yield, written as a fraction of the theoretical maximum amount of product (1.0 means a 100% yield; for example, 0.34 means a 34% yield). (1) The reactants are [SH:1][C:2]1[CH:7]=[CH:6][CH:5]=[CH:4][C:3]=1[C:8]([CH3:14])([CH3:13])[CH2:9][C:10]([OH:12])=[O:11].[CH:15]1[CH:20]=[C:19]([S:21][S:21][C:19]2[N:18]=[CH:17][CH:16]=[CH:15][CH:20]=2)[N:18]=[CH:17][CH:16]=1. The catalyst is C1COCC1. The product is [CH3:13][C:8]([C:3]1[CH:4]=[CH:5][CH:6]=[CH:7][C:2]=1[S:1][S:21][C:19]1[CH:20]=[CH:15][CH:16]=[CH:17][N:18]=1)([CH3:14])[CH2:9][C:10]([OH:12])=[O:11]. The yield is 0.750. (2) The reactants are [CH3:1][CH:2]([CH3:16])[CH2:3][CH2:4][O:5][C:6]1[CH:12]=[CH:11][C:9]([NH2:10])=[C:8]([N+:13]([O-:15])=[O:14])[CH:7]=1.CCN(C(C)C)C(C)C.[CH3:26][O:27][C:28]1[CH:29]=[C:30]([CH:36]=[CH:37][CH:38]=1)[O:31][CH2:32][C:33](Cl)=[O:34]. The catalyst is C(Cl)Cl. The product is [CH3:1][CH:2]([CH3:16])[CH2:3][CH2:4][O:5][C:6]1[CH:12]=[CH:11][C:9]([NH:10][C:33](=[O:34])[CH2:32][O:31][C:30]2[CH:36]=[CH:37][CH:38]=[C:28]([O:27][CH3:26])[CH:29]=2)=[C:8]([N+:13]([O-:15])=[O:14])[CH:7]=1. The yield is 0.710. (3) The catalyst is CN(C=O)C. The yield is 0.340. The product is [N:2]1[CH:7]=[CH:6][CH:5]=[C:4]([NH:8][C:9]([C:11]2[CH:12]=[CH:13][C:14]3[NH:15][C:16]4[CH:17]([NH:24][C:30]([NH2:25])=[O:31])[CH2:18][CH2:19][CH2:20][C:21]=4[C:22]=3[CH:23]=2)=[O:10])[CH:3]=1. The reactants are Cl.[N:2]1[CH:7]=[CH:6][CH:5]=[C:4]([NH:8][C:9]([C:11]2[CH:12]=[CH:13][C:14]3[NH:15][C:16]4[CH:17]([NH2:24])[CH2:18][CH2:19][CH2:20][C:21]=4[C:22]=3[CH:23]=2)=[O:10])[CH:3]=1.[N:25]1[CH:30]=CC=CC=1.[OH2:31]. (4) The reactants are [CH:1]1([C:4]2[CH:9]=[CH:8][C:7]([C:10]([F:15])([F:14])[C:11]([OH:13])=O)=[CH:6][CH:5]=2)[CH2:3][CH2:2]1.P(Cl)(Cl)(Cl)=O.Cl.[NH2:22][CH2:23][C:24]1[CH:25]=[C:26]2[C:30](=[CH:31][CH:32]=1)[C:29](=[O:33])[N:28]([CH:34]1[CH2:39][CH2:38][C:37](=[O:40])[NH:36][C:35]1=[O:41])[CH2:27]2.C(=O)(O)[O-].[Na+]. The catalyst is N1C=CC=CC=1. The product is [CH:1]1([C:4]2[CH:5]=[CH:6][C:7]([C:10]([F:15])([F:14])[C:11]([NH:22][CH2:23][C:24]3[CH:25]=[C:26]4[C:30](=[CH:31][CH:32]=3)[C:29](=[O:33])[N:28]([CH:34]3[CH2:39][CH2:38][C:37](=[O:40])[NH:36][C:35]3=[O:41])[CH2:27]4)=[O:13])=[CH:8][CH:9]=2)[CH2:2][CH2:3]1. The yield is 0.200.